This data is from Full USPTO retrosynthesis dataset with 1.9M reactions from patents (1976-2016). The task is: Predict the reactants needed to synthesize the given product. (1) Given the product [CH3:1][O:2][C:3]1[CH:8]=[CH:7][C:6]([S:9]([F:13])(=[O:11])=[O:10])=[CH:5][CH:4]=1, predict the reactants needed to synthesize it. The reactants are: [CH3:1][O:2][C:3]1[CH:8]=[CH:7][C:6]([S:9](Cl)(=[O:11])=[O:10])=[CH:5][CH:4]=1.[F-:13].[K+]. (2) Given the product [OH:26][C:27]1[CH:32]=[CH:31][C:30]([C:6]2[CH:7]=[CH:8][C:3]([CH:1]=[O:2])=[C:4]([O:17][CH3:18])[CH:5]=2)=[CH:29][CH:28]=1, predict the reactants needed to synthesize it. The reactants are: [CH:1]([C:3]1[CH:8]=[CH:7][C:6](OS(C(F)(F)F)(=O)=O)=[CH:5][C:4]=1[O:17][CH3:18])=[O:2].[Si]([O:26][C:27]1[CH:32]=[CH:31][C:30](B(O)O)=[CH:29][CH:28]=1)(C(C)(C)C)(C)C.